This data is from Forward reaction prediction with 1.9M reactions from USPTO patents (1976-2016). The task is: Predict the product of the given reaction. (1) Given the reactants C([NH:8][C:9]1[C:14]([CH3:15])=[CH:13][N:12]=[C:11]([C:16]#N)[C:10]=1[CH3:18])C1C=CC=CC=1.S(=O)(=O)(O)[OH:20].[CH2:24]([OH:26])[CH3:25], predict the reaction product. The product is: [NH2:8][C:9]1[C:14]([CH3:15])=[CH:13][N:12]=[C:11]([C:16]([O:26][CH2:24][CH3:25])=[O:20])[C:10]=1[CH3:18]. (2) Given the reactants [NH2:1][C@H:2]1[CH2:6][N:5]([C:7]([O:9][C:10]([CH3:13])([CH3:12])[CH3:11])=[O:8])[C@@H:4]([CH2:14][O:15][CH3:16])[CH2:3]1.CCN(C(C)C)C(C)C.[Br:26][C:27]1[CH:32]=[CH:31][C:30]([Br:33])=[CH:29][C:28]=1[S:34](Cl)(=[O:36])=[O:35], predict the reaction product. The product is: [Br:26][C:27]1[CH:32]=[CH:31][C:30]([Br:33])=[CH:29][C:28]=1[S:34]([NH:1][C@H:2]1[CH2:6][N:5]([C:7]([O:9][C:10]([CH3:11])([CH3:12])[CH3:13])=[O:8])[C@@H:4]([CH2:14][O:15][CH3:16])[CH2:3]1)(=[O:36])=[O:35]. (3) The product is: [CH:28]([S:25]([C:20]1[CH:21]=[CH:22][CH:23]=[CH:24][C:19]=1[NH:18][C:16]1[N:15]=[CH:14][N:13]=[C:12]([NH:11][C:10]2[C:4]3[O:3][C@H:2]([CH3:1])[CH2:6][C:5]=3[C:7]([CH:32]3[CH2:33][CH2:34][N:35]([C:48](=[O:49])[C@@H:46]([NH:45][C:43](=[O:44])[O:42][C:38]([CH3:40])([CH3:39])[CH3:41])[CH3:47])[CH2:36][CH2:37]3)=[C:8]([CH3:31])[CH:9]=2)[N:17]=1)(=[O:27])=[O:26])([CH3:29])[CH3:30]. Given the reactants [CH3:1][C@@H:2]1[CH2:6][C:5]2[C:7]([CH:32]3[CH2:37][CH2:36][NH:35][CH2:34][CH2:33]3)=[C:8]([CH3:31])[CH:9]=[C:10]([NH:11][C:12]3[N:17]=[C:16]([NH:18][C:19]4[CH:24]=[CH:23][CH:22]=[CH:21][C:20]=4[S:25]([CH:28]([CH3:30])[CH3:29])(=[O:27])=[O:26])[N:15]=[CH:14][N:13]=3)[C:4]=2[O:3]1.[C:38]([O:42][C:43]([NH:45][C@H:46]([C:48](O)=[O:49])[CH3:47])=[O:44])([CH3:41])([CH3:40])[CH3:39].CCN=C=NCCCN(C)C, predict the reaction product. (4) Given the reactants C([O:5][C:6]([N:8]1[C:13]2[CH:14]=[C:15]([NH:18][C:19]3[N:24]=[C:23]([NH:25][C:26]4[CH:27]=[C:28]([NH:32][C:33](=[O:36])[CH:34]=[CH2:35])[CH:29]=[CH:30][CH:31]=4)[C:22]([F:37])=[CH:21][N:20]=3)[CH:16]=[CH:17][C:12]=2[O:11][CH2:10][CH2:9]1)=O)(C)(C)C.[C:38](OC(=O)C)(=O)C.N1C=CC=CC=1, predict the reaction product. The product is: [C:6]([N:8]1[C:13]2[CH:14]=[C:15]([NH:18][C:19]3[N:24]=[C:23]([NH:25][C:26]4[CH:27]=[C:28]([NH:32][C:33](=[O:36])[CH:34]=[CH2:35])[CH:29]=[CH:30][CH:31]=4)[C:22]([F:37])=[CH:21][N:20]=3)[CH:16]=[CH:17][C:12]=2[O:11][CH2:10][CH2:9]1)(=[O:5])[CH3:38].